From a dataset of Reaction yield outcomes from USPTO patents with 853,638 reactions. Predict the reaction yield, written as a fraction of the theoretical maximum amount of product (1.0 means a 100% yield; for example, 0.34 means a 34% yield). (1) The reactants are [CH2:1]([C:4]1[CH:10]=[CH:9][C:7]([NH2:8])=[CH:6][C:5]=1[N+:11]([O-:13])=[O:12])[CH2:2][CH3:3].[CH3:14][C:15]([O:18][C:19](O[C:19]([O:18][C:15]([CH3:17])([CH3:16])[CH3:14])=[O:20])=[O:20])([CH3:17])[CH3:16]. The catalyst is N1C=CC=CC=1.C(Cl)Cl. The product is [C:15]([O:18][C:19](=[O:20])[NH:8][C:7]1[CH:9]=[CH:10][C:4]([CH2:1][CH2:2][CH3:3])=[C:5]([N+:11]([O-:13])=[O:12])[CH:6]=1)([CH3:17])([CH3:16])[CH3:14]. The yield is 0.870. (2) The reactants are FC(F)(F)C(O)=O.[F:8][C:9]([F:45])([F:44])[O:10][C:11]1[CH:12]=[C:13]([CH:17]2[N:21]([C:22]3[CH:27]=[CH:26][C:25]([C:28]([F:31])([F:30])[F:29])=[CH:24][CH:23]=3)[C:20](=[O:32])[C:19](NC3C=CC(C(F)(F)F)=CC=3)=[CH:18]2)[CH:14]=[CH:15][CH:16]=1.COC1CCC(OC)O1.[Cl:55][C:56]1[CH:64]=[CH:63][C:59]([C@H:60]([NH2:62])[CH3:61])=[CH:58][CH:57]=1.[OH-].[K+]. The catalyst is CO.O.C(O)(=O)C.C(O)C. The product is [F:31][C:28]([F:29])([F:30])[C:25]1[CH:26]=[CH:27][C:22]([N:21]2[C@@H:17]([C:13]3[CH:14]=[CH:15][CH:16]=[C:11]([O:10][C:9]([F:44])([F:45])[F:8])[CH:12]=3)[CH:18]=[C:19]([NH:62][C@@H:60]([C:59]3[CH:63]=[CH:64][C:56]([Cl:55])=[CH:57][CH:58]=3)[CH3:61])[C:20]2=[O:32])=[CH:23][CH:24]=1. The yield is 0.477. (3) The reactants are [NH2:1][C:2]1[CH:7]=[CH:6][C:5]([OH:8])=[CH:4][CH:3]=1.[CH3:9][N:10]1[C:14]([CH3:15])=[C:13]([C:16](O)=[O:17])[C:12](=[O:19])[N:11]1[C:20]1[CH:25]=[CH:24][CH:23]=[CH:22][CH:21]=1.CCN=C=NCCCN(C)C.C1C=NC2N(O)N=NC=2C=1. The catalyst is C(Cl)Cl.CCOC(C)=O.O. The product is [OH:8][C:5]1[CH:6]=[CH:7][C:2]([NH:1][C:16]([C:13]2[C:12](=[O:19])[N:11]([C:20]3[CH:21]=[CH:22][CH:23]=[CH:24][CH:25]=3)[N:10]([CH3:9])[C:14]=2[CH3:15])=[O:17])=[CH:3][CH:4]=1. The yield is 0.525. (4) The reactants are Br[C:2]1[CH:7]=[CH:6][C:5]([O:8][C:9]2[CH:14]=[CH:13][C:12]([O:15][C:16]([F:19])([F:18])[F:17])=[CH:11][CH:10]=2)=[CH:4][CH:3]=1.C([Li])CCC.C([O:28][B:29](OC(C)C)[O:30]C(C)C)(C)C. The catalyst is C1COCC1. The product is [F:17][C:16]([F:19])([F:18])[O:15][C:12]1[CH:13]=[CH:14][C:9]([O:8][C:5]2[CH:6]=[CH:7][C:2]([B:29]([OH:30])[OH:28])=[CH:3][CH:4]=2)=[CH:10][CH:11]=1. The yield is 0.970. (5) The reactants are [C:1]1(B(O)O)[CH:6]=[CH:5][CH:4]=[CH:3][CH:2]=1.[F-].[K+].Br[C:13]1[CH:18]=[C:17]([CH3:19])[CH:16]=[CH:15][C:14]=1[CH3:20]. The catalyst is C([O-])(=O)C.[Pd+2].C([O-])(=O)C.C(P(C(C)(C)C)C1C=CC=CC=1C1C=CC=CC=1)(C)(C)C.C1COCC1. The product is [CH3:20][C:14]1[CH:15]=[CH:16][C:17]([CH3:19])=[CH:18][C:13]=1[C:1]1[CH:6]=[CH:5][CH:4]=[CH:3][CH:2]=1. The yield is 0.820. (6) The reactants are [Cl:1][C:2]1[CH:3]=[C:4]([NH:10][C:11]2[N:16]=[CH:15][C:14]([N:17]3[CH2:22][CH2:21][N:20](C([O-])=O)[CH2:19][CH2:18]3)=[CH:13][CH:12]=2)[C:5](=[O:9])[N:6]([CH3:8])[N:7]=1. The catalyst is Cl.O1CCOCC1. The product is [ClH:1].[Cl:1][C:2]1[CH:3]=[C:4]([NH:10][C:11]2[CH:12]=[CH:13][C:14]([N:17]3[CH2:22][CH2:21][NH:20][CH2:19][CH2:18]3)=[CH:15][N:16]=2)[C:5](=[O:9])[N:6]([CH3:8])[N:7]=1. The yield is 0.960. (7) The reactants are [CH3:1][C:2]1[N:3]=[CH:4][S:5][C:6]=1[CH2:7][CH2:8][OH:9].[Br:10][CH2:11][C:12](Br)=[O:13].C([O-])(O)=O.[Na+]. The catalyst is C(Cl)(Cl)Cl. The product is [Br:10][CH2:11][C:12]([O:9][CH2:8][CH2:7][C:6]1[S:5][CH:4]=[N:3][C:2]=1[CH3:1])=[O:13]. The yield is 0.480. (8) The reactants are [Cl:1][C:2]1[CH:3]=[C:4]([C:8]2[C:12]([NH2:13])=[CH:11][NH:10][N:9]=2)[CH:5]=[CH:6][CH:7]=1.[N:14]1[N:18]2[CH:19]=[CH:20][CH:21]=[N:22][C:17]2=[C:16]([C:23](O)=[O:24])[CH:15]=1.C(N(CC)C(C)C)(C)C. The catalyst is CN(C)C1C=CN=CC=1.CN(C)C=O. The product is [Cl:1][C:2]1[CH:3]=[C:4]([C:8]2[C:12]([NH:13][C:23]([C:16]3[CH:15]=[N:14][N:18]4[CH:19]=[CH:20][CH:21]=[N:22][C:17]=34)=[O:24])=[CH:11][NH:10][N:9]=2)[CH:5]=[CH:6][CH:7]=1. The yield is 0.200. (9) The reactants are [Br:1]N1C(C)(C)C(=O)N(Br)C1=O.[N+:12]([C:15]1[CH:20]=[CH:19][C:18]([CH:21]([CH3:23])[CH3:22])=[CH:17][CH:16]=1)([O-:14])=[O:13].S(=O)(=O)(O)O.S(=O)(O)[O-].[Na+]. The catalyst is C1(C)C=CC=CC=1. The product is [Br:1][C:19]1[CH:20]=[C:15]([N+:12]([O-:14])=[O:13])[CH:16]=[CH:17][C:18]=1[CH:21]([CH3:23])[CH3:22]. The yield is 0.970. (10) The reactants are C([O:5][C:6]([CH:8]1[CH:12]([C:13]2[CH:18]=[CH:17][CH:16]=[C:15]([Br:19])[CH:14]=2)[C:11]([C:22]2[CH:27]=[CH:26][C:25]([Cl:28])=[CH:24][C:23]=2[F:29])([C:20]#[N:21])[CH:10]([CH2:30][C:31]([CH3:34])([CH3:33])[CH3:32])[NH:9]1)=[O:7])(C)(C)C.[F:35][C:36]([F:41])([F:40])[C:37]([OH:39])=[O:38]. The catalyst is ClCCl. The product is [F:35][C:36]([F:41])([F:40])[C:37]([OH:39])=[O:38].[Br:19][C:15]1[CH:14]=[C:13]([CH:12]2[C:11]([C:22]3[CH:27]=[CH:26][C:25]([Cl:28])=[CH:24][C:23]=3[F:29])([C:20]#[N:21])[CH:10]([CH2:30][C:31]([CH3:33])([CH3:34])[CH3:32])[NH:9][CH:8]2[C:6]([OH:7])=[O:5])[CH:18]=[CH:17][CH:16]=1. The yield is 0.830.